From a dataset of Forward reaction prediction with 1.9M reactions from USPTO patents (1976-2016). Predict the product of the given reaction. (1) Given the reactants [N:1]([C@H:4]1[C@H:8]([OH:9])[CH2:7][N:6](C(OC(C)(C)C)=O)[CH2:5]1)=[N+:2]=[N-:3].C(=O)([O-])[O-].[K+].[K+], predict the reaction product. The product is: [N:1]([C@@H:4]1[CH2:5][NH:6][CH2:7][C@H:8]1[OH:9])=[N+:2]=[N-:3]. (2) Given the reactants [C:1]([NH:8][C@H:9]([C:17]([OH:19])=[O:18])[CH2:10][C:11]1[CH:16]=[CH:15][CH:14]=[CH:13][CH:12]=1)([O:3][C:4]([CH3:7])([CH3:6])[CH3:5])=[O:2].[CH2:20]=O, predict the reaction product. The product is: [C:1]([N:8]1[C@@H:9]([CH2:10][C:11]2[CH:12]=[CH:13][CH:14]=[CH:15][CH:16]=2)[C:17](=[O:19])[O:18][CH2:20]1)([O:3][C:4]([CH3:5])([CH3:7])[CH3:6])=[O:2]. (3) Given the reactants [CH3:1][NH:2][CH2:3][C:4]1[CH:9]=[CH:8][CH:7]=[CH:6][CH:5]=1.C(=O)([O-])[O-].[K+].[K+].Br[CH2:17][CH2:18][CH2:19][CH2:20][CH3:21], predict the reaction product. The product is: [CH3:1][N:2]([CH2:3][C:4]1[CH:9]=[CH:8][CH:7]=[CH:6][CH:5]=1)[CH2:17][CH2:18][CH2:19][CH2:20][CH3:21]. (4) Given the reactants [Cl:1][C:2]1[C:3]([O:12][C:13]2[CH:18]=[C:17]([O:19][CH2:20][CH2:21][O:22][CH3:23])[CH:16]=[CH:15][C:14]=2[CH2:24][OH:25])=[N:4][CH:5]=[C:6]([C:8]([F:11])([F:10])[F:9])[CH:7]=1.Cl[S:27]([N:30]=[C:31]=[O:32])(=[O:29])=[O:28].[CH2:33]([O:35][CH2:36][CH2:37][NH2:38])[CH3:34].Cl, predict the reaction product. The product is: [CH2:33]([O:35][CH2:36][CH2:37][NH:38][S:27]([NH:30][C:31](=[O:32])[O:25][CH2:24][C:14]1[CH:15]=[CH:16][C:17]([O:19][CH2:20][CH2:21][O:22][CH3:23])=[CH:18][C:13]=1[O:12][C:3]1[C:2]([Cl:1])=[CH:7][C:6]([C:8]([F:9])([F:11])[F:10])=[CH:5][N:4]=1)(=[O:29])=[O:28])[CH3:34]. (5) Given the reactants [CH3:1][O:2][C:3]1[C:15]2[NH:14][C:13]3[C:8](=[CH:9][C:10]([C:16]([O:18]CC)=[O:17])=[CH:11][CH:12]=3)[C:7]=2[CH:6]=[C:5]2[C:21]3[CH:22]=[C:23]([C:28]([O:30]CC)=[O:29])[CH:24]=[CH:25][C:26]=3[NH:27][C:4]=12.[OH-].[K+].Cl, predict the reaction product. The product is: [CH3:1][O:2][C:3]1[C:15]2[NH:14][C:13]3[C:8](=[CH:9][C:10]([C:16]([OH:18])=[O:17])=[CH:11][CH:12]=3)[C:7]=2[CH:6]=[C:5]2[C:21]3[CH:22]=[C:23]([C:28]([OH:30])=[O:29])[CH:24]=[CH:25][C:26]=3[NH:27][C:4]=12. (6) Given the reactants C([N:8]1[C:12]([CH:13]2[C:21]3[C:16](=[C:17]([CH3:25])[C:18]([CH3:24])=[C:19]([O:22][CH3:23])[CH:20]=3)[C:15](=[O:26])[CH2:14]2)=[CH:11][N:10]=[CH:9]1)C1C=CC=CC=1, predict the reaction product. The product is: [NH:10]1[CH:11]=[C:12]([CH:13]2[C:21]3[C:16](=[C:17]([CH3:25])[C:18]([CH3:24])=[C:19]([O:22][CH3:23])[CH:20]=3)[C:15](=[O:26])[CH2:14]2)[N:8]=[CH:9]1. (7) Given the reactants [NH2:1][C@@H:2]1[CH2:7][N:6]([C:8]([O:10][C:11]([CH3:14])([CH3:13])[CH3:12])=[O:9])[CH2:5][C@H:4]([C:15]([O:17][CH3:18])=[O:16])[CH2:3]1.[CH:19](=O)[CH:20]([CH3:22])[CH3:21].C(O)(=O)C.C(O[BH-](OC(=O)C)OC(=O)C)(=O)C.[Na+], predict the reaction product. The product is: [CH3:19][CH:20]([CH3:22])[CH2:21][NH:1][C@@H:2]1[CH2:7][N:6]([C:8]([O:10][C:11]([CH3:12])([CH3:13])[CH3:14])=[O:9])[CH2:5][C@H:4]([C:15]([O:17][CH3:18])=[O:16])[CH2:3]1.